Dataset: Full USPTO retrosynthesis dataset with 1.9M reactions from patents (1976-2016). Task: Predict the reactants needed to synthesize the given product. The reactants are: C(OC(=O)[NH:10][C:11]1[C:12]([C:29]([NH:31][C:32]2[CH:33]=[N:34][CH:35]=[CH:36][C:37]=2[N:38]2[CH2:43][C@H:42]([CH3:44])[C@@H:41]([OH:45])[C@H:40]([NH2:46])[CH2:39]2)=[O:30])=[N:13][C:14]2[C:19]([CH:20]=1)=[CH:18][CH:17]=[C:16]([N:21]1[CH2:26][CH2:25][N:24]([CH3:27])[C:23](=[O:28])[CH2:22]1)[CH:15]=2)C1C=CC=CC=1.[H][H]. Given the product [NH2:10][C:11]1[C:12]([C:29]([NH:31][C:32]2[CH:33]=[N:34][CH:35]=[CH:36][C:37]=2[N:38]2[CH2:43][C@H:42]([CH3:44])[C@@H:41]([OH:45])[C@H:40]([NH2:46])[CH2:39]2)=[O:30])=[N:13][C:14]2[C:19]([CH:20]=1)=[CH:18][CH:17]=[C:16]([N:21]1[CH2:26][CH2:25][N:24]([CH3:27])[C:23](=[O:28])[CH2:22]1)[CH:15]=2, predict the reactants needed to synthesize it.